From a dataset of Full USPTO retrosynthesis dataset with 1.9M reactions from patents (1976-2016). Predict the reactants needed to synthesize the given product. Given the product [ClH:24].[CH:1]([N:4]1[CH2:9][CH2:8][CH:7]([C:10]2[N:11]=[C:22]([C:21]3[CH:25]=[CH:26][C:18]([CH2:14][CH2:15][CH2:16][CH3:17])=[CH:19][CH:20]=3)[O:13][N:12]=2)[CH2:6][CH2:5]1)([CH3:3])[CH3:2], predict the reactants needed to synthesize it. The reactants are: [CH:1]([N:4]1[CH2:9][CH2:8][CH:7]([C:10]([NH:12][OH:13])=[NH:11])[CH2:6][CH2:5]1)([CH3:3])[CH3:2].[CH2:14]([C:18]1[CH:26]=[CH:25][C:21]([C:22]([Cl:24])=O)=[CH:20][CH:19]=1)[CH2:15][CH2:16][CH3:17].